From a dataset of Full USPTO retrosynthesis dataset with 1.9M reactions from patents (1976-2016). Predict the reactants needed to synthesize the given product. (1) Given the product [CH3:32][O:1][C:2]1([CH2:15][CH2:16][S:17]([C:20]2[CH:25]=[CH:24][C:23]([S:26]([CH3:29])(=[O:28])=[O:27])=[CH:22][CH:21]=2)(=[O:18])=[O:19])[CH2:7][CH2:6][N:5]([C:8]([O:10][C:11]([CH3:12])([CH3:14])[CH3:13])=[O:9])[CH2:4][CH2:3]1, predict the reactants needed to synthesize it. The reactants are: [OH:1][C:2]1([CH2:15][CH2:16][S:17]([C:20]2[CH:25]=[CH:24][C:23]([S:26]([CH3:29])(=[O:28])=[O:27])=[CH:22][CH:21]=2)(=[O:19])=[O:18])[CH2:7][CH2:6][N:5]([C:8]([O:10][C:11]([CH3:14])([CH3:13])[CH3:12])=[O:9])[CH2:4][CH2:3]1.[H-].[Na+].[CH3:32]I. (2) Given the product [CH2:76]([O:75][C:69]1[C:68]([C:130]2[CH:131]=[CH:132][C:133]3[C:138](=[CH:137][CH:136]=[CH:135][CH:134]=3)[CH:129]=2)=[C:67]2[C:72](=[CH:71][CH:70]=1)[C:142](=[O:145])[CH2:64][CH2:66]2)[C:81]1[CH:80]=[CH:79][CH:78]=[CH:83][CH:84]=1, predict the reactants needed to synthesize it. The reactants are: CC(CCCCCCCCC(N[C@H]1[C@H](OC2C3OC4C=CC([C@@H](O)[C@@H]5NC(=O)[C@H](NC([C@@H]6N[C:64]([C@H:66]7NC(=O)[C@@H](CC8C=CC(OC=2C=C6C=3)=CC=8)N[C:84](=O)[C@H:83](NC)[C:78]2[CH:79]=[CH:80][C:81](O)=[C:76](C=2)[O:75][C:69]2[CH:70]=[C:71](O)[C:72](Cl)=[C:67]7[CH:68]=2)=O)=O)C2C=CC(O)=C(C=2)C2C(O[C@H]3O[C@H](CO)[C@@H](O)[C@H](O)[C@@H]3O)=CC(O)=CC=2[C@@H](C(NCCCN(C)C)=O)NC5=O)=CC=4Cl)O[C@H](C(O)=O)[C@@H](O)[C@@H]1O)=O)C.[CH:129]1[C:138]2[C:133](=[CH:134][CH:135]=[CH:136][CH:137]=2)[CH:132]=[CH:131][C:130]=1B(O)O.[C:142](=[O:145])([O-])[O-].[Na+].[Na+]. (3) Given the product [Cl:1][C:2]1[CH:10]=[CH:9][C:8]([N:22]2[CH2:23][CH2:24][N:19]([CH3:18])[CH2:20][CH2:21]2)=[CH:7][C:3]=1[C:4]([NH2:6])=[O:5], predict the reactants needed to synthesize it. The reactants are: [Cl:1][C:2]1[CH:10]=[CH:9][C:8](F)=[CH:7][C:3]=1[C:4]([NH2:6])=[O:5].C(=O)([O-])[O-].[K+].[K+].[CH3:18][N:19]1[CH2:24][CH2:23][NH:22][CH2:21][CH2:20]1.O. (4) Given the product [CH:23]([N:20]1[CH2:21][CH2:22][CH:17]([N:12]([CH2:11][C:9]2[S:10][C:5]3[C:4]([N:26]4[CH2:31][CH2:30][O:29][CH2:28][CH2:27]4)=[N:3][C:2]([C:36]4[CH:35]=[N:34][C:33]([NH2:32])=[N:38][CH:37]=4)=[N:7][C:6]=3[CH:8]=2)[CH2:13][CH2:14][O:15][CH3:16])[CH2:18][CH2:19]1)([CH3:25])[CH3:24], predict the reactants needed to synthesize it. The reactants are: Cl[C:2]1[N:3]=[C:4]([N:26]2[CH2:31][CH2:30][O:29][CH2:28][CH2:27]2)[C:5]2[S:10][C:9]([CH2:11][N:12]([CH:17]3[CH2:22][CH2:21][N:20]([CH:23]([CH3:25])[CH3:24])[CH2:19][CH2:18]3)[CH2:13][CH2:14][O:15][CH3:16])=[CH:8][C:6]=2[N:7]=1.[NH2:32][C:33]1[N:38]=[CH:37][C:36](B(O)O)=[CH:35][N:34]=1. (5) Given the product [CH3:46][N:47]([CH3:48])[CH2:45][C@@H:43]([OH:44])[CH2:42][O:41][C:2]([CH3:1])([CH3:40])[CH2:3][N:4]1[CH:8]=[CH:7][C:6]([NH:9][C:10]([CH:12]2[CH:16]([C:17]3[CH:22]=[CH:21][CH:20]=[C:19]([Cl:23])[C:18]=3[F:24])[C:15]([C:27]3[CH:32]=[CH:31][C:30]([Cl:33])=[CH:29][C:28]=3[F:34])([C:25]#[N:26])[CH:14]([CH2:35][C:36]([CH3:37])([CH3:39])[CH3:38])[NH:13]2)=[O:11])=[N:5]1, predict the reactants needed to synthesize it. The reactants are: [CH3:1][C:2]([O:41][CH2:42][C@H:43]1[CH2:45][O:44]1)([CH3:40])[CH2:3][N:4]1[CH:8]=[CH:7][C:6]([NH:9][C:10]([CH:12]2[CH:16]([C:17]3[CH:22]=[CH:21][CH:20]=[C:19]([Cl:23])[C:18]=3[F:24])[C:15]([C:27]3[CH:32]=[CH:31][C:30]([Cl:33])=[CH:29][C:28]=3[F:34])([C:25]#[N:26])[CH:14]([CH2:35][C:36]([CH3:39])([CH3:38])[CH3:37])[NH:13]2)=[O:11])=[N:5]1.[CH3:46][NH:47][CH3:48]. (6) Given the product [Br:1][C:2]1[CH:3]=[C:4]2[C:9](=[CH:10][CH:11]=1)[N:8]=[C:7]([NH:14][CH3:13])[CH:6]=[N:5]2, predict the reactants needed to synthesize it. The reactants are: [Br:1][C:2]1[CH:3]=[C:4]2[C:9](=[CH:10][CH:11]=1)[N:8]=[C:7](Cl)[CH:6]=[N:5]2.[CH3:13][NH2:14]. (7) Given the product [CH3:25][O:24][C:20]1[CH:19]=[C:18]([NH:16][CH2:9][C:10]2[CH:15]=[CH:14][CH:13]=[CH:12][CH:11]=2)[CH:23]=[CH:22][CH:21]=1, predict the reactants needed to synthesize it. The reactants are: [O-]P([O-])([O-])=O.[K+].[K+].[K+].[CH2:9]([NH2:16])[C:10]1[CH:15]=[CH:14][CH:13]=[CH:12][CH:11]=1.I[C:18]1[CH:19]=[C:20]([O:24][CH3:25])[CH:21]=[CH:22][CH:23]=1.C(O)CO. (8) The reactants are: [Cl:1][C:2]1[C:3]([O:11][CH2:12][CH2:13][CH2:14][CH2:15]Cl)=[N:4][N:5]2[CH2:10][CH2:9][CH2:8][CH2:7][C:6]=12.[C:17](=[O:20])([O-:19])[O-].[K+].[K+].Cl.[C:24]([CH:28]1[CH2:33][CH2:32][NH:31][CH2:30][CH2:29]1)([CH3:27])([CH3:26])[CH3:25].[Na+].[I-].CN(C=[O:40])C. Given the product [C:12]([OH:40])(=[O:11])/[CH:13]=[CH:14]\[C:17]([OH:19])=[O:20].[C:24]([CH:28]1[CH2:33][CH2:32][N:31]([CH2:15][CH2:14][CH2:13][CH2:12][O:11][C:3]2[C:2]([Cl:1])=[C:6]3[CH2:7][CH2:8][CH2:9][CH2:10][N:5]3[N:4]=2)[CH2:30][CH2:29]1)([CH3:27])([CH3:26])[CH3:25], predict the reactants needed to synthesize it. (9) Given the product [C:25]1([C:32]2[CH:37]=[CH:36][CH:35]=[CH:34][CH:33]=2)[CH:26]=[CH:27][C:28]([NH:31][C:14](=[O:16])[C:13]2[CH:17]=[CH:18][C:19]([O:20][C:21]([F:24])([F:23])[F:22])=[C:11]([NH:10][C:8](=[O:9])[CH2:7][N:1]3[CH2:2][CH2:3][O:4][CH2:5][CH2:6]3)[CH:12]=2)=[CH:29][CH:30]=1, predict the reactants needed to synthesize it. The reactants are: [N:1]1([CH2:7][C:8]([NH:10][C:11]2[CH:12]=[C:13]([CH:17]=[CH:18][C:19]=2[O:20][C:21]([F:24])([F:23])[F:22])[C:14]([OH:16])=O)=[O:9])[CH2:6][CH2:5][O:4][CH2:3][CH2:2]1.[C:25]1([C:32]2[CH:37]=[CH:36][CH:35]=[CH:34][CH:33]=2)[CH:30]=[CH:29][C:28]([NH2:31])=[CH:27][CH:26]=1.F[P-](F)(F)(F)(F)F.N1(O[P+](N2CCCC2)(N2CCCC2)N2CCCC2)C2C=CC=CC=2N=N1.C(N(C(C)C)CC)(C)C. (10) Given the product [BrH:26].[CH3:1][N:2]([CH2:9][CH2:10][O:11][C:12]1[CH:25]=[CH:24][C:15]([CH2:16][CH:17]2[S:21][C:20](=[O:22])[NH:19][C:18]2=[O:23])=[CH:14][CH:13]=1)[C:3]1[CH:8]=[CH:7][CH:6]=[CH:5][N:4]=1, predict the reactants needed to synthesize it. The reactants are: [CH3:1][N:2]([CH2:9][CH2:10][O:11][C:12]1[CH:25]=[CH:24][C:15]([CH2:16][CH:17]2[S:21][C:20](=[O:22])[NH:19][C:18]2=[O:23])=[CH:14][CH:13]=1)[C:3]1[CH:8]=[CH:7][CH:6]=[CH:5][N:4]=1.[BrH:26].